Task: Predict the product of the given reaction.. Dataset: Forward reaction prediction with 1.9M reactions from USPTO patents (1976-2016) (1) Given the reactants Cl[C:2]1[CH:3]=[CH:4][C:5]([C:9]2[C:17]3[C:12](=[CH:13][N:14]=[C:15]([C:18]4[CH:19]=[N:20][CH:21]=[CH:22][CH:23]=4)[CH:16]=3)[N:11]([CH2:24][O:25][CH2:26][CH2:27][Si:28]([CH3:31])([CH3:30])[CH3:29])[N:10]=2)=[N:6][C:7]=1[F:8].[CH3:32]B(O)O.C([O-])(=O)C.[K+].O, predict the reaction product. The product is: [F:8][C:7]1[N:6]=[C:5]([C:9]2[C:17]3[C:12](=[CH:13][N:14]=[C:15]([C:18]4[CH:19]=[N:20][CH:21]=[CH:22][CH:23]=4)[CH:16]=3)[N:11]([CH2:24][O:25][CH2:26][CH2:27][Si:28]([CH3:31])([CH3:30])[CH3:29])[N:10]=2)[CH:4]=[CH:3][C:2]=1[CH3:32]. (2) Given the reactants [C:1]([O:5][C:6]([N:8]1[CH2:17][C:16]([CH3:19])([CH3:18])[C:15]2[C:10](=[CH:11][C:12]([NH:20][C:21]([C:23]3[C:24](F)=[N:25][CH:26]=[CH:27][CH:28]=3)=[O:22])=[CH:13][CH:14]=2)[CH2:9]1)=[O:7])([CH3:4])([CH3:3])[CH3:2].Cl.Cl.[NH:32]1[C:36]2=[N:37][CH:38]=[CH:39][C:40]([CH2:41][NH2:42])=[C:35]2[CH:34]=[CH:33]1.CCN(C(C)C)C(C)C, predict the reaction product. The product is: [C:1]([O:5][C:6]([N:8]1[CH2:17][C:16]([CH3:19])([CH3:18])[C:15]2[C:10](=[CH:11][C:12]([NH:20][C:21]([C:23]3[C:24]([NH:42][CH2:41][C:40]4[CH:39]=[CH:38][N:37]=[C:36]5[NH:32][CH:33]=[CH:34][C:35]=45)=[N:25][CH:26]=[CH:27][CH:28]=3)=[O:22])=[CH:13][CH:14]=2)[CH2:9]1)=[O:7])([CH3:4])([CH3:3])[CH3:2]. (3) The product is: [F:1][C:2]1[CH:7]=[CH:6][C:5]([N:8]2[CH2:9][CH2:10][N:11]([C:14]3[N:19]=[C:18]([CH3:20])[N:17]=[C:16]([O:21][CH2:35][CH2:36][OH:37])[C:15]=3[N+:22]([O-:24])=[O:23])[CH2:12][CH2:13]2)=[CH:4][CH:3]=1. Given the reactants [F:1][C:2]1[CH:7]=[CH:6][C:5]([N:8]2[CH2:13][CH2:12][N:11]([C:14]3[N:19]=[C:18]([CH3:20])[NH:17][C:16](=[O:21])[C:15]=3[N+:22]([O-:24])=[O:23])[CH2:10][CH2:9]2)=[CH:4][CH:3]=1.C(N(C(C)C)C(C)C)C.Br[CH2:35][CH2:36][OH:37].C(=O)([O-])[O-].[K+].[K+], predict the reaction product. (4) Given the reactants [C:1]([C@H:5]1[C:40](=[O:41])[N:39]2[CH2:42][C@@H:36]([CH2:37][C@H:38]2[C:43]([NH:45][C@:46]2([C:51](O)=[O:52])[CH2:48][C@H:47]2[CH:49]=[CH2:50])=[O:44])[O:35][C:17]2=[N:18][C:19]3[CH:20]=[CH:21][CH:22]=[CH:23][C:24]=3[C:25]([O:26][CH2:27][CH2:28][N:29]3[CH2:34][CH2:33][O:32][CH2:31][CH2:30]3)=[C:16]2[CH2:15][CH2:14][CH2:13][CH2:12][CH2:11][C@@H:10]2[CH2:54][CH2:55][CH2:56][C@H:9]2[O:8][C:7](=[O:57])[NH:6]1)([CH3:4])([CH3:3])[CH3:2].[CH3:58][N:59]([CH3:64])[S:60](=[O:63])(=[O:62])[NH2:61].CCN(C(C)C)C(C)C.C1CCN2C(=NCCC2)CC1.CN(C(ON1N=NC2C=CC=NC1=2)=[N+](C)C)C.F[P-](F)(F)(F)(F)F, predict the reaction product. The product is: [C:1]([C@H:5]1[C:40](=[O:41])[N:39]2[CH2:42][C@@H:36]([CH2:37][C@H:38]2[C:43]([NH:45][C@:46]2([C:51](=[O:52])[NH:61][S:60](=[O:63])(=[O:62])[N:59]([CH3:64])[CH3:58])[CH2:48][C@H:47]2[CH:49]=[CH2:50])=[O:44])[O:35][C:17]2=[N:18][C:19]3[CH:20]=[CH:21][CH:22]=[CH:23][C:24]=3[C:25]([O:26][CH2:27][CH2:28][N:29]3[CH2:30][CH2:31][O:32][CH2:33][CH2:34]3)=[C:16]2[CH2:15][CH2:14][CH2:13][CH2:12][CH2:11][C@@H:10]2[CH2:54][CH2:55][CH2:56][C@H:9]2[O:8][C:7](=[O:57])[NH:6]1)([CH3:2])([CH3:3])[CH3:4]. (5) The product is: [CH2:1]([O:8][C:9]1[CH:14]=[C:13]([O:15][CH2:16][C:17]2[CH:22]=[CH:21][CH:20]=[CH:19][CH:18]=2)[C:12]([CH:23]([CH3:25])[CH3:24])=[CH:11][C:10]=1[C:26]1[O:30][N:29]=[C:28]([C:31]([O:33][CH2:34][CH3:35])=[O:32])[C:27]=1[I:36])[C:2]1[CH:7]=[CH:6][CH:5]=[CH:4][CH:3]=1. Given the reactants [CH2:1]([O:8][C:9]1[CH:14]=[C:13]([O:15][CH2:16][C:17]2[CH:22]=[CH:21][CH:20]=[CH:19][CH:18]=2)[C:12]([CH:23]([CH3:25])[CH3:24])=[CH:11][C:10]=1[C:26]1[O:30][N:29]=[C:28]([C:31]([O:33][CH2:34][CH3:35])=[O:32])[CH:27]=1)[C:2]1[CH:7]=[CH:6][CH:5]=[CH:4][CH:3]=1.[I:36]N1C(=O)CCC1=O, predict the reaction product. (6) Given the reactants C=[N:2]O.[Br-].[C:5]([CH2:7][C:8](OC)=O)#[N:6].ClC[C:14](=O)[CH3:15].O1[CH2:21][CH2:20]OC1, predict the reaction product. The product is: [C:5]([NH2:2])(=[NH:6])[C:7]1[CH:8]=[CH:21][CH:20]=[CH:15][CH:14]=1. (7) The product is: [NH2:1][C:4]1[NH:5][N:6]=[C:7]([C:9]([OH:11])=[O:10])[CH:8]=1. Given the reactants [N+:1]([C:4]1[CH:8]=[C:7]([C:9]([OH:11])=[O:10])[NH:6][N:5]=1)([O-])=O.CC1C(=O)NC(=O)N(C2OC(COP(OC3C(CO)OC(N4C(=O)N=C(N)C=C4)C3)(O)=S)C(OP(OCC3OC(N4C5N=C(N)NC(=O)C=5N=C4)CC3OP(OCC3OC(N4C(=O)N=C(N)C=C4)CC3OP(OCC3OC(N4C(=O)N=C(N)C=C4)CC3OP(OCC3OC(N4C5N=CN=C(N)C=5N=C4)CC3OP(OCC3OC(N4C(=O)N=C(N)C=C4)CC3OP(OCC3OC(N4C5N=C(N)NC(=O)C=5N=C4)CC3OP(OCC3OC(N4C(=O)NC(=O)C(C)=C4)CC3OP(OCC3OC(N4C(=O)NC(=O)C(C)=C4)CC3OP(OCC3OC(N4C(=O)N=C(N)C=C4)CC3OP(OCC3OC(N4C(=O)NC(=O)C(C)=C4)CC3OP(OCC3OC(N4C(=O)N=C(N)C=C4)CC3OP(OCC3OC(N4C(=O)NC(=O)C(C)=C4)CC3OP(OCC3OC(N4C(=O)NC(=O)C(C)=C4)CC3OP(OCC3OC(N4C5N=C(N)NC(=O)C=5N=C4)CC3OP(OCC3OC(N4C(=O)N=C(N)C=C4)CC3OP(OCC3OC(N4C5N=CN=C(N)C=5N=C4)C(OC)C3OP(OCC3OC(N4C(=O)N=C(N)C=C4)C(OC)C3OP(OCC3OC(N4C(=O)N=C(N)C=C4)C(OC)C3O)(O)=S)(O)=S)(O)=S)(O)=S)(O)=S)(O)=S)(O)=S)(O)=S)(O)=S)(O)=S)(O)=S)(O)=S)(O)=S)(O)=S)(O)=S)(O)=S)(O)=S)(O)=S)C2)C=1, predict the reaction product. (8) Given the reactants [C:1]([O:5][C:6]([N:8]([CH3:14])[C@H:9]([C:11]([OH:13])=O)[CH3:10])=[O:7])([CH3:4])([CH3:3])[CH3:2].ON1C2C=CC=CC=2N=N1.Cl.CN(C)CCCN=C=NCC.[NH2:37][C@@H:38]([C:66]1[CH:71]=[CH:70][CH:69]=[CH:68][CH:67]=1)[C:39]([N:41]1[C@H:46]([C:47]([NH:49][C@H:50]2[C:59]3[C:54](=[CH:55][CH:56]=[CH:57][CH:58]=3)[O:53][CH2:52][CH2:51]2)=[O:48])[CH2:45][N:44]2[CH2:60][C@H:61]([O:63][CH2:64][CH3:65])[CH2:62][C@@H:43]2[CH2:42]1)=[O:40].C(N(CC)C(C)C)(C)C, predict the reaction product. The product is: [C:1]([O:5][C:6](=[O:7])[N:8]([C@@H:9]([CH3:10])[C:11]([NH:37][C@@H:38]([C:66]1[CH:67]=[CH:68][CH:69]=[CH:70][CH:71]=1)[C:39]([N:41]1[C@H:46]([C:47](=[O:48])[NH:49][C@H:50]2[C:59]3[C:54](=[CH:55][CH:56]=[CH:57][CH:58]=3)[O:53][CH2:52][CH2:51]2)[CH2:45][N:44]2[CH2:60][C@H:61]([O:63][CH2:64][CH3:65])[CH2:62][C@@H:43]2[CH2:42]1)=[O:40])=[O:13])[CH3:14])([CH3:2])([CH3:3])[CH3:4]. (9) Given the reactants [I:1][CH2:2][CH2:3][CH2:4][C:5]([C:7]1[CH:12]=[CH:11][C:10]([C:13]([CH3:18])([CH3:17])[C:14]([OH:16])=[O:15])=[CH:9][CH:8]=1)=[O:6].Cl, predict the reaction product. The product is: [OH:6][CH:5]([C:7]1[CH:12]=[CH:11][C:10]([C:13]([CH3:18])([CH3:17])[C:14]([OH:16])=[O:15])=[CH:9][CH:8]=1)[CH2:4][CH2:3][CH2:2][I:1]. (10) Given the reactants [C:1]1([CH:7]2[O:12][CH2:11][CH:10]([OH:13])[CH2:9][O:8]2)[CH:6]=[CH:5][CH:4]=[CH:3][CH:2]=1.[H-].[Na+].[CH2:16]([O:23][C:24]1[CH:25]=[CH:26][C:27](Cl)=[N:28][CH:29]=1)[C:17]1[CH:22]=[CH:21][CH:20]=[CH:19][CH:18]=1, predict the reaction product. The product is: [CH2:16]([O:23][C:24]1[CH:25]=[CH:26][C:27]([O:13][CH:10]2[CH2:11][O:12][CH:7]([C:1]3[CH:2]=[CH:3][CH:4]=[CH:5][CH:6]=3)[O:8][CH2:9]2)=[N:28][CH:29]=1)[C:17]1[CH:18]=[CH:19][CH:20]=[CH:21][CH:22]=1.